Dataset: Reaction yield outcomes from USPTO patents with 853,638 reactions. Task: Predict the reaction yield, written as a fraction of the theoretical maximum amount of product (1.0 means a 100% yield; for example, 0.34 means a 34% yield). (1) The reactants are C(OC([N:8](C(OC(C)(C)C)=O)[C:9]1[N:14]=[CH:13][C:12]([C:15]2[CH:20]=[C:19]([O:21][C:22]3[CH:23]=[CH:24][C:25]([NH:28][C:29]([NH:31][C:32](=[O:37])[C:33]([CH3:36])([CH3:35])[CH3:34])=[O:30])=[N:26][CH:27]=3)[CH:18]=[CH:17][N:16]=2)=[CH:11][CH:10]=1)=O)(C)(C)C.C(O)(C(F)(F)F)=O. The catalyst is C(Cl)Cl. The product is [NH2:8][C:9]1[N:14]=[CH:13][C:12]([C:15]2[CH:20]=[C:19]([O:21][C:22]3[CH:23]=[CH:24][C:25]([NH:28][C:29]([NH:31][C:32](=[O:37])[C:33]([CH3:35])([CH3:34])[CH3:36])=[O:30])=[N:26][CH:27]=3)[CH:18]=[CH:17][N:16]=2)=[CH:11][CH:10]=1. The yield is 0.810. (2) The reactants are [F:1][C:2]1[C:7]([OH:8])=[CH:6][CH:5]=[CH:4][C:3]=1[CH:9]([CH2:14][CH3:15])[CH2:10][C:11]([OH:13])=[O:12].[CH3:16]O.S(=O)(=O)(O)O. The catalyst is CCOCC. The product is [F:1][C:2]1[C:7]([OH:8])=[CH:6][CH:5]=[CH:4][C:3]=1[CH:9]([CH2:14][CH3:15])[CH2:10][C:11]([O:13][CH3:16])=[O:12]. The yield is 0.900.